This data is from Reaction yield outcomes from USPTO patents with 853,638 reactions. The task is: Predict the reaction yield, written as a fraction of the theoretical maximum amount of product (1.0 means a 100% yield; for example, 0.34 means a 34% yield). (1) The reactants are [CH:1]1([S:4]([N:7]2[CH:11]=[C:10]([C:12]3[N:17]=[C:16]([NH:18][C:19]4[N:24]=[CH:23][C:22]5[N:25]=[C:26]([CH3:31])[N:27]([CH:28]([CH3:30])[CH3:29])[C:21]=5[CH:20]=4)[CH:15]=[CH:14][N:13]=3)[CH:9]=[N:8]2)(=[O:6])=[O:5])[CH2:3][CH2:2]1.I(C1C=CC=CC=1C(O)=O)(=O)=[O:33].CS(C)=O. The catalyst is O. The product is [CH:1]1([S:4]([N:7]2[CH:11]=[C:10]([C:12]3[N:17]=[C:16]([NH:18][C:19]4[N:24]=[CH:23][C:22]5[N:25]=[C:26]([CH:31]=[O:33])[N:27]([CH:28]([CH3:29])[CH3:30])[C:21]=5[CH:20]=4)[CH:15]=[CH:14][N:13]=3)[CH:9]=[N:8]2)(=[O:6])=[O:5])[CH2:3][CH2:2]1. The yield is 0.0700. (2) The yield is 0.630. The reactants are [CH3:1][NH:2][C:3](=[O:12])[C:4]1[CH:9]=[CH:8][C:7]([NH2:10])=[CH:6][C:5]=1[F:11].[C:13]1(=O)[CH2:17][CH2:16][CH2:15][CH2:14]1.[Si]([C:23]#[N:24])(C)(C)C. The catalyst is C(OCC)(=O)C. The product is [CH3:1][NH:2][C:3](=[O:12])[C:4]1[CH:9]=[CH:8][C:7]([NH:10][C:13]2([C:23]#[N:24])[CH2:17][CH2:16][CH2:15][CH2:14]2)=[CH:6][C:5]=1[F:11].